This data is from Full USPTO retrosynthesis dataset with 1.9M reactions from patents (1976-2016). The task is: Predict the reactants needed to synthesize the given product. (1) Given the product [Cl:23][C:21]1[CH:20]=[CH:19][C:18]([F:24])=[C:17]([C:15]2[N:14]=[C:13]3[O:25][N:26]=[C:27]([CH3:28])[C:12]3=[C:11]([NH:10][C:9]3[C:4]([C:3]([OH:29])=[O:2])=[CH:5][N:6]=[CH:7][CH:8]=3)[N:16]=2)[CH:22]=1, predict the reactants needed to synthesize it. The reactants are: C[O:2][C:3](=[O:29])[C:4]1[C:9]([NH:10][C:11]2[N:16]=[C:15]([C:17]3[CH:22]=[C:21]([Cl:23])[CH:20]=[CH:19][C:18]=3[F:24])[N:14]=[C:13]3[O:25][N:26]=[C:27]([CH3:28])[C:12]=23)=[CH:8][CH:7]=[N:6][CH:5]=1.[OH-].[Na+].Cl. (2) Given the product [N+:31]([C:26]1[CH:27]=[CH:28][CH:29]=[CH:30][C:25]=1[NH:23][CH2:22][C:16]1([C:13]2[CH:14]=[CH:15][C:10]([O:9][CH2:8][CH2:7][CH2:6][N:1]3[CH2:5][CH2:4][CH2:3][CH2:2]3)=[CH:11][CH:12]=2)[CH2:17][CH2:18][O:19][CH2:20][CH2:21]1)([O-:33])=[O:32], predict the reactants needed to synthesize it. The reactants are: [N:1]1([CH2:6][CH2:7][CH2:8][O:9][C:10]2[CH:15]=[CH:14][C:13]([C:16]3([CH2:22][NH2:23])[CH2:21][CH2:20][O:19][CH2:18][CH2:17]3)=[CH:12][CH:11]=2)[CH2:5][CH2:4][CH2:3][CH2:2]1.F[C:25]1[CH:30]=[CH:29][CH:28]=[CH:27][C:26]=1[N+:31]([O-:33])=[O:32].C(=O)([O-])[O-].[K+].[K+]. (3) Given the product [NH2:37][C:33]1[CH:34]=[CH:35][CH:36]=[C:25]([C:24]([NH:23][C:20]2[CH:21]=[CH:22][C:17]([C:11]3([C:13]([F:16])([F:15])[F:14])[O:10][N:9]=[C:8]([C:5]4[CH:4]=[CH:3][C:2]([F:1])=[CH:7][CH:6]=4)[CH2:12]3)=[CH:18][C:19]=2[CH3:41])=[O:40])[C:26]=1[C:27]([NH:29][CH:30]([CH3:32])[CH3:31])=[O:28], predict the reactants needed to synthesize it. The reactants are: [F:1][C:2]1[CH:7]=[CH:6][C:5]([C:8]2[CH2:12][C:11]([C:17]3[CH:22]=[CH:21][C:20]([NH:23][C:24](=[O:40])[C:25]4[C:26](=[C:33]([N+:37]([O-])=O)[CH:34]=[CH:35][CH:36]=4)[C:27]([NH:29][CH:30]([CH3:32])[CH3:31])=[O:28])=[C:19]([CH3:41])[CH:18]=3)([C:13]([F:16])([F:15])[F:14])[O:10][N:9]=2)=[CH:4][CH:3]=1. (4) Given the product [Cl:1][C:2]1[CH:7]=[CH:6][N:5]=[CH:4][C:3]=1[C:17]1[C@@:21]2([CH3:37])[CH2:22][CH2:23][C@H:24]3[C@H:33]([C@@H:20]2[CH2:19][CH:18]=1)[CH2:32][CH:31]=[C:30]1[C@:25]3([CH3:36])[CH2:26][CH2:27][C:28](=[O:35])[N:29]1[CH3:34], predict the reactants needed to synthesize it. The reactants are: [Cl:1][C:2]1[CH:7]=[CH:6][N:5]=[CH:4][C:3]=1B(O)O.FC(F)(F)S(O[C:17]1[C@@:21]2([CH3:37])[CH2:22][CH2:23][C@H:24]3[C@H:33]([C@@H:20]2[CH2:19][CH:18]=1)[CH2:32][CH:31]=[C:30]1[C@:25]3([CH3:36])[CH2:26][CH2:27][C:28](=[O:35])[N:29]1[CH3:34])(=O)=O. (5) The reactants are: [O:1]=[C:2]1[N:7]=[CH:6][C:5]([C:8]2[CH:18]=[CH:17][C:11]([C:12]([O:14]CC)=[O:13])=[CH:10][CH:9]=2)=[N:4][NH:3]1.NC1N=NC=C(C2C=CC(C(OCC)=O)=CC=2)N=1.NC1N=NC(C2C=CC(C(OCC)=O)=CC=2)=CN=1. Given the product [O:1]=[C:2]1[N:7]=[CH:6][C:5]([C:8]2[CH:9]=[CH:10][C:11]([C:12]([OH:14])=[O:13])=[CH:17][CH:18]=2)=[N:4][NH:3]1, predict the reactants needed to synthesize it. (6) Given the product [CH3:17][C@@:9]12[CH2:10][C@@H:11]([CH2:12][N:8]1[C:6]([O:5][C:1]([CH3:4])([CH3:3])[CH3:2])=[O:7])[O:15][C:14]2=[O:16], predict the reactants needed to synthesize it. The reactants are: [C:1]([O:5][C:6]([N:8]1[CH2:12][C@@H:11](O)[CH2:10][C@@:9]1([CH3:17])[C:14]([OH:16])=[O:15])=[O:7])([CH3:4])([CH3:3])[CH3:2].P(N=[N+]=[N-])(=O)(OC1C=CC=CC=1)OC1C=CC=CC=1.CCN(CC)CC. (7) The reactants are: C(N(CC)C(C)C)(C)C.[CH3:10][CH:11]1[CH2:16][NH:15][CH:14]([CH2:17][C:18]([O:20][CH2:21][CH3:22])=[O:19])[CH2:13][CH2:12]1.[Cl:23][C:24]1[CH:29]=[CH:28][N:27]=[C:26]([CH2:30][NH:31][C:32]2[O:33][C:34]3[C:40]([O:41][CH3:42])=[CH:39][C:38]([C:43](O)=[O:44])=[CH:37][C:35]=3[N:36]=2)[CH:25]=1.CN(C(ON1N=NC2C=CC=NC1=2)=[N+](C)C)C.F[P-](F)(F)(F)(F)F. Given the product [Cl:23][C:24]1[CH:29]=[CH:28][N:27]=[C:26]([CH2:30][NH:31][C:32]2[O:33][C:34]3[C:40]([O:41][CH3:42])=[CH:39][C:38]([C:43]([N:15]4[CH2:16][CH:11]([CH3:10])[CH2:12][CH2:13][CH:14]4[CH2:17][C:18]([O:20][CH2:21][CH3:22])=[O:19])=[O:44])=[CH:37][C:35]=3[N:36]=2)[CH:25]=1, predict the reactants needed to synthesize it.